This data is from Forward reaction prediction with 1.9M reactions from USPTO patents (1976-2016). The task is: Predict the product of the given reaction. (1) Given the reactants [NH2:1][C:2]1[CH:3]=[CH:4][C:5]([F:17])=[C:6]([C@:8]2([CH3:16])[C@@H:13]([F:14])[CH2:12][O:11][C:10]([NH2:15])=[N:9]2)[CH:7]=1.[Cl:18][C:19]1[C:20]([C:26](O)=[O:27])=[N:21][CH:22]=[C:23]([Cl:25])[CH:24]=1, predict the reaction product. The product is: [NH2:15][C:10]1[O:11][CH2:12][C@H:13]([F:14])[C@:8]([C:6]2[CH:7]=[C:2]([NH:1][C:26]([C:20]3[C:19]([Cl:18])=[CH:24][C:23]([Cl:25])=[CH:22][N:21]=3)=[O:27])[CH:3]=[CH:4][C:5]=2[F:17])([CH3:16])[N:9]=1. (2) Given the reactants [CH3:1][N:2]1[C:7](=[O:8])[C:6]([C:9]2[C:17]3[C:12](=[CH:13][CH:14]=[CH:15][CH:16]=3)[N:11]([CH3:18])[CH:10]=2)=[C:5](S(C)(=O)=O)[C:4]([CH3:23])=[N:3]1.CN1CCCC1=[O:30].[OH-].[Na+], predict the reaction product. The product is: [OH:30][C:5]1[C:4]([CH3:23])=[N:3][N:2]([CH3:1])[C:7](=[O:8])[C:6]=1[C:9]1[C:17]2[C:12](=[CH:13][CH:14]=[CH:15][CH:16]=2)[N:11]([CH3:18])[CH:10]=1.